This data is from Reaction yield outcomes from USPTO patents with 853,638 reactions. The task is: Predict the reaction yield, written as a fraction of the theoretical maximum amount of product (1.0 means a 100% yield; for example, 0.34 means a 34% yield). (1) The reactants are [Cl:1][C:2]1[CH:17]=[CH:16][C:15]([N+:18]([O-:20])=[O:19])=[CH:14][C:3]=1[C:4]([NH:6][C:7]1[C:8](Cl)=[N:9][CH:10]=[CH:11][CH:12]=1)=O.COC1C=CC(P2(SP(C3C=CC(OC)=CC=3)(=S)S2)=[S:30])=CC=1.C(OCC)(=O)C. The catalyst is C1(C)C=CC=CC=1. The product is [Cl:1][C:2]1[CH:17]=[CH:16][C:15]([N+:18]([O-:20])=[O:19])=[CH:14][C:3]=1[C:4]1[S:30][C:8]2[C:7]([N:6]=1)=[CH:12][CH:11]=[CH:10][N:9]=2. The yield is 0.640. (2) The reactants are [Cl:1][C:2]1[CH:12]=[C:11]([N+:13]([O-])=O)[C:5]2[O:6][CH2:7][C:8](=[O:10])[NH:9][C:4]=2[CH:3]=1. The catalyst is [Pd].O1CCCC1. The product is [NH2:13][C:11]1[C:5]2[O:6][CH2:7][C:8](=[O:10])[NH:9][C:4]=2[CH:3]=[C:2]([Cl:1])[CH:12]=1. The yield is 0.920.